From a dataset of Full USPTO retrosynthesis dataset with 1.9M reactions from patents (1976-2016). Predict the reactants needed to synthesize the given product. Given the product [CH2:28]([O:35][C:36]([N:38]1[CH2:43][CH2:42][N:41]([CH2:6][C@@H:7]2[O:12][CH2:11][CH2:10][N:9]([C:13]([O:15][C:16]([CH3:17])([CH3:18])[CH3:19])=[O:14])[CH2:8]2)[CH2:40][CH2:39]1)=[O:37])[C:29]1[CH:34]=[CH:33][CH:32]=[CH:31][CH:30]=1, predict the reactants needed to synthesize it. The reactants are: CS(O[CH2:6][C@@H:7]1[O:12][CH2:11][CH2:10][N:9]([C:13]([O:15][C:16]([CH3:19])([CH3:18])[CH3:17])=[O:14])[CH2:8]1)(=O)=O.[I-].[Na+].C(=O)([O-])[O-].[K+].[K+].[CH2:28]([O:35][C:36]([N:38]1[CH2:43][CH2:42][NH:41][CH2:40][CH2:39]1)=[O:37])[C:29]1[CH:34]=[CH:33][CH:32]=[CH:31][CH:30]=1.